Dataset: Forward reaction prediction with 1.9M reactions from USPTO patents (1976-2016). Task: Predict the product of the given reaction. (1) Given the reactants [CH:1]1([C@H:5]([NH:13][C:14]([C:16]2[C:21]([CH3:22])=[C:20](Br)[C:19](=[O:24])[N:18]([C:25]3[CH:30]=[CH:29][CH:28]=[CH:27][CH:26]=3)[C:17]=2[CH3:31])=[O:15])[C:6]2[CH:11]=[CH:10][CH:9]=[C:8]([F:12])[CH:7]=2)[CH2:4][CH2:3][CH2:2]1.C1(P(C2C=CC=CC=2)C2C=CC=CC=2)C=CC=CC=1.C(NCC)C.[CH3:56][Si:57]([C:60]#[CH:61])([CH3:59])[CH3:58], predict the reaction product. The product is: [CH:1]1([C@H:5]([NH:13][C:14]([C:16]2[C:21]([CH3:22])=[C:20]([C:61]#[C:60][Si:57]([CH3:59])([CH3:58])[CH3:56])[C:19](=[O:24])[N:18]([C:25]3[CH:30]=[CH:29][CH:28]=[CH:27][CH:26]=3)[C:17]=2[CH3:31])=[O:15])[C:6]2[CH:11]=[CH:10][CH:9]=[C:8]([F:12])[CH:7]=2)[CH2:4][CH2:3][CH2:2]1. (2) Given the reactants [N:1]([CH:4]1[CH:8]([O:9][CH2:10][CH3:11])[O:7][C:6](=[O:12])[CH2:5]1)=[N+]=[N-].[C:13]1([P:19]([C:26]2[CH:31]=[CH:30][CH:29]=[CH:28][CH:27]=2)[C:20]2[CH:25]=[CH:24][CH:23]=[CH:22][CH:21]=2)[CH:18]=[CH:17][CH:16]=[CH:15][CH:14]=1, predict the reaction product. The product is: [C:26]1([P:19](=[N:1][CH:4]2[CH:8]([O:9][CH2:10][CH3:11])[O:7][C:6](=[O:12])[CH2:5]2)([C:13]2[CH:14]=[CH:15][CH:16]=[CH:17][CH:18]=2)[C:20]2[CH:25]=[CH:24][CH:23]=[CH:22][CH:21]=2)[CH:27]=[CH:28][CH:29]=[CH:30][CH:31]=1.